Dataset: Full USPTO retrosynthesis dataset with 1.9M reactions from patents (1976-2016). Task: Predict the reactants needed to synthesize the given product. (1) The reactants are: [CH2:1]([O:8]C(N1C(C(O)=O)CS[C@@H]1C1C=CC(C(=O)C)=CC=1)=O)[C:2]1C=CC=CC=1.[CH2:28]([O:35][C:36]([N:38]1[CH:42]([C:43](=[O:62])[NH:44][C:45]2[S:46][CH:47]=[C:48]([C:50]3[CH:55]=[CH:54][C:53]([C:56](=[O:61])[NH:57][CH:58]4[CH2:60][CH2:59]4)=[CH:52][CH:51]=3)[N:49]=2)[CH2:41][S:40][CH:39]1[C:63]1[CH:68]=[CH:67][CH:66]=[C:65](CN2CCOCC2)[CH:64]=1)=[O:37])[C:29]1[CH:34]=[CH:33][CH:32]=[CH:31][CH:30]=1. Given the product [CH2:28]([O:35][C:36]([N:38]1[CH:42]([C:43](=[O:62])[NH:44][C:45]2[S:46][CH:47]=[C:48]([C:50]3[CH:51]=[CH:52][C:53]([C:56](=[O:61])[NH:57][CH:58]4[CH2:59][CH2:60]4)=[CH:54][CH:55]=3)[N:49]=2)[CH2:41][S:40][CH:39]1[C:63]1[CH:64]=[CH:65][C:66]([C:1](=[O:8])[CH3:2])=[CH:67][CH:68]=1)=[O:37])[C:29]1[CH:34]=[CH:33][CH:32]=[CH:31][CH:30]=1, predict the reactants needed to synthesize it. (2) The reactants are: [CH:1]1([NH:4][C:5]([NH:7][C:8]2[CH:13]=[CH:12][C:11]([O:14][C:15]3[CH:20]=[CH:19][N:18]=[C:17]4[CH:21]=[C:22]([C:24]5[CH:29]=[CH:28][C:27]([CH2:30][N:31]6[CH2:36][CH2:35][NH:34][CH2:33][CH2:32]6)=[CH:26][N:25]=5)[S:23][C:16]=34)=[C:10]([F:37])[CH:9]=2)=[O:6])[CH2:3][CH2:2]1.C([O-])([O-])=O.[K+].[K+].CS(O[CH2:49][CH2:50][F:51])(=O)=O.O. Given the product [CH:1]1([NH:4][C:5]([NH:7][C:8]2[CH:13]=[CH:12][C:11]([O:14][C:15]3[CH:20]=[CH:19][N:18]=[C:17]4[CH:21]=[C:22]([C:24]5[CH:29]=[CH:28][C:27]([CH2:30][N:31]6[CH2:32][CH2:33][N:34]([CH2:49][CH2:50][F:51])[CH2:35][CH2:36]6)=[CH:26][N:25]=5)[S:23][C:16]=34)=[C:10]([F:37])[CH:9]=2)=[O:6])[CH2:3][CH2:2]1, predict the reactants needed to synthesize it. (3) Given the product [CH3:1][C:2]1[CH:3]=[C:4]([OH:5])[C:8]([C:10]2[N:15]=[CH:14][CH:13]=[CH:12][N:11]=2)=[N:16][C:6]=1[CH3:7], predict the reactants needed to synthesize it. The reactants are: [CH3:1][C:2]1[CH:3]=[C:4]([C:8]([C:10]2[N:15]=[CH:14][CH:13]=[CH:12][N:11]=2)=O)[O:5][C:6]=1[CH3:7].[NH3:16]. (4) The reactants are: [NH:1]1[CH2:6][CH2:5][C:4]2([O:11][C:10]3[C:12]4[C:17]([C:18](=[O:21])[C:19](=[O:20])[C:9]=3[S:8][CH2:7]2)=[CH:16][CH:15]=[CH:14][CH:13]=4)[CH2:3][CH2:2]1.[S:22]1[C:26]2[CH:27]=[CH:28][CH:29]=[CH:30][C:25]=2[CH:24]=[C:23]1[C:31](Cl)=[O:32]. Given the product [S:22]1[C:26]2[CH:27]=[CH:28][CH:29]=[CH:30][C:25]=2[CH:24]=[C:23]1[C:31]([N:1]1[CH2:2][CH2:3][C:4]2([O:11][C:10]3[C:12]4[C:17]([C:18](=[O:21])[C:19](=[O:20])[C:9]=3[S:8][CH2:7]2)=[CH:16][CH:15]=[CH:14][CH:13]=4)[CH2:5][CH2:6]1)=[O:32], predict the reactants needed to synthesize it. (5) Given the product [CH2:1]([N:8]([CH2:9][CH2:10][C:11]1[CH:16]=[CH:15][CH:14]=[CH:13][C:12]=1[Br:17])[C:26](=[O:27])[O:28][CH3:29])[C:2]1[CH:3]=[CH:4][CH:5]=[CH:6][CH:7]=1, predict the reactants needed to synthesize it. The reactants are: [CH2:1]([NH:8][CH2:9][CH2:10][C:11]1[CH:16]=[CH:15][CH:14]=[CH:13][C:12]=1[Br:17])[C:2]1[CH:7]=[CH:6][CH:5]=[CH:4][CH:3]=1.C(N(CC)CC)C.Cl[C:26]([O:28][CH3:29])=[O:27].C(OCC)(=O)C.